Dataset: Forward reaction prediction with 1.9M reactions from USPTO patents (1976-2016). Task: Predict the product of the given reaction. (1) Given the reactants [OH:1][CH2:2][CH:3]([CH2:5][OH:6])[OH:4].[C:7]1(C)[CH:12]=CC(S(O)(=O)=O)=C[CH:8]=1.C(=O)([O-])[O-].[K+].[K+], predict the reaction product. The product is: [C:7](=[C:2]([CH:3]([CH2:5][OH:6])[OH:4])[OH:1])([CH3:12])[CH3:8]. (2) Given the reactants [Cl:1][C:2]1[CH:3]=[C:4]([N:13]2[CH2:19][CH2:18][C:17](=[O:20])[N:16]([CH2:21][CH2:22][CH2:23][C:24]([OH:26])=O)[CH2:15][CH2:14]2)[CH:5]=[CH:6][C:7]=1[O:8][C:9]([F:12])([F:11])[F:10].[CH2:27]1[C:29]2([CH2:34][CH2:33][NH:32][CH2:31][C@H:30]2[OH:35])[CH2:28]1, predict the reaction product. The product is: [ClH:1].[CH2:28]1[C:29]2([CH2:34][CH2:33][NH:32][CH2:31][C@H:30]2[OH:35])[CH2:27]1.[Cl:1][C:2]1[CH:3]=[C:4]([N:13]2[CH2:19][CH2:18][C:17](=[O:20])[N:16]([CH2:21][CH2:22][CH2:23][C:24]([N:32]3[CH2:33][CH2:34][C:29]4([CH2:27][CH2:28]4)[C@H:30]([OH:35])[CH2:31]3)=[O:26])[CH2:15][CH2:14]2)[CH:5]=[CH:6][C:7]=1[O:8][C:9]([F:12])([F:10])[F:11].